Task: Predict which catalyst facilitates the given reaction.. Dataset: Catalyst prediction with 721,799 reactions and 888 catalyst types from USPTO The catalyst class is: 7. Reactant: C(OC(=O)[N:7]([CH2:13][CH2:14][N:15]([CH3:17])[CH3:16])[CH2:8][CH2:9][N:10]([CH3:12])[CH3:11])(C)(C)C.Cl. Product: [CH3:16][N:15]([CH3:17])[CH2:14][CH2:13][NH:7][CH2:8][CH2:9][N:10]([CH3:12])[CH3:11].